Dataset: Peptide-MHC class II binding affinity with 134,281 pairs from IEDB. Task: Regression. Given a peptide amino acid sequence and an MHC pseudo amino acid sequence, predict their binding affinity value. This is MHC class II binding data. (1) The binding affinity (normalized) is 0. The peptide sequence is DDGRNIAWDNDKLES. The MHC is DRB1_1201 with pseudo-sequence DRB1_1201. (2) The peptide sequence is RMFSSTLRAAVPWYA. The MHC is HLA-DPA10201-DPB10101 with pseudo-sequence HLA-DPA10201-DPB10101. The binding affinity (normalized) is 0.598. (3) The peptide sequence is NGSAEVHRGAVPRRG. The MHC is DRB5_0101 with pseudo-sequence DRB5_0101. The binding affinity (normalized) is 0.418. (4) The peptide sequence is MSSGSFINISV. The MHC is HLA-DPA10103-DPB10401 with pseudo-sequence HLA-DPA10103-DPB10401. The binding affinity (normalized) is 0.145. (5) The peptide sequence is EGHHLASAAIFGHDG. The MHC is DRB1_1302 with pseudo-sequence DRB1_1302. The binding affinity (normalized) is 0.136. (6) The peptide sequence is INEPTAAAIAWGLDR. The MHC is HLA-DQA10401-DQB10402 with pseudo-sequence HLA-DQA10401-DQB10402. The binding affinity (normalized) is 0.659.